This data is from Peptide-MHC class I binding affinity with 185,985 pairs from IEDB/IMGT. The task is: Regression. Given a peptide amino acid sequence and an MHC pseudo amino acid sequence, predict their binding affinity value. This is MHC class I binding data. (1) The peptide sequence is EEDEGEELF. The MHC is HLA-B08:03 with pseudo-sequence HLA-B08:03. The binding affinity (normalized) is 0.0847. (2) The peptide sequence is NALTNDGPT. The MHC is H-2-Kb with pseudo-sequence H-2-Kb. The binding affinity (normalized) is 0.130. (3) The peptide sequence is MSRRRIYVL. The MHC is BoLA-AW10 with pseudo-sequence BoLA-AW10. The binding affinity (normalized) is 0.0641. (4) The peptide sequence is RQIRMTSTI. The MHC is HLA-B27:05 with pseudo-sequence HLA-B27:05. The binding affinity (normalized) is 0.0847. (5) The peptide sequence is FLNEDHWFSR. The MHC is HLA-A32:01 with pseudo-sequence HLA-A32:01. The binding affinity (normalized) is 0.172. (6) The peptide sequence is RQLTSNVDV. The MHC is HLA-A02:01 with pseudo-sequence HLA-A02:01. The binding affinity (normalized) is 0.159. (7) The peptide sequence is IISIRPRVTK. The MHC is HLA-A68:01 with pseudo-sequence HLA-A68:01. The binding affinity (normalized) is 0.520. (8) The peptide sequence is FTNSQIFNI. The MHC is HLA-A02:03 with pseudo-sequence HLA-A02:03. The binding affinity (normalized) is 0.819. (9) The peptide sequence is YPSLMSRVV. The MHC is HLA-A02:19 with pseudo-sequence HLA-A02:19. The binding affinity (normalized) is 0.0847. (10) The peptide sequence is KRVDWSVEY. The MHC is HLA-A31:01 with pseudo-sequence HLA-A31:01. The binding affinity (normalized) is 0.0847.